From a dataset of Forward reaction prediction with 1.9M reactions from USPTO patents (1976-2016). Predict the product of the given reaction. (1) The product is: [Cl:1][C:2]1[CH:7]=[CH:6][C:5]([NH:8][C:9]([N:11]2[CH2:21][CH2:20][CH:14]([C:15]([O:17][CH2:18][CH3:19])=[O:16])[CH2:13][CH2:12]2)=[S:10])=[CH:4][CH:3]=1. Given the reactants [Cl:1][C:2]1[CH:7]=[CH:6][C:5]([N:8]=[C:9]=[S:10])=[CH:4][CH:3]=1.[NH:11]1[CH2:21][CH2:20][CH:14]([C:15]([O:17][CH2:18][CH3:19])=[O:16])[CH2:13][CH2:12]1, predict the reaction product. (2) Given the reactants FC(F)(F)S(O[C:7]1[CH:15]=[CH:14][C:13]([C:16]2[N:17]([C:32]([O:34][C:35]([CH3:38])([CH3:37])[CH3:36])=[O:33])[C:18]3[C:23]([CH:24]=2)=[CH:22][C:21]([CH2:25][N:26]2[CH2:31][CH2:30][CH2:29][CH2:28][CH2:27]2)=[CH:20][CH:19]=3)=[C:12]2[C:8]=1[CH2:9][NH:10][C:11]2=[O:39])(=O)=O.[CH2:42]([OH:45])[C:43]#[CH:44], predict the reaction product. The product is: [OH:45][CH2:42][C:43]#[C:44][C:7]1[CH:15]=[CH:14][C:13]([C:16]2[N:17]([C:32]([O:34][C:35]([CH3:37])([CH3:36])[CH3:38])=[O:33])[C:18]3[C:23]([CH:24]=2)=[CH:22][C:21]([CH2:25][N:26]2[CH2:27][CH2:28][CH2:29][CH2:30][CH2:31]2)=[CH:20][CH:19]=3)=[C:12]2[C:8]=1[CH2:9][NH:10][C:11]2=[O:39]. (3) Given the reactants [N+:1]([C:4]1[CH:34]=[CH:33][C:7]([C:8]([O:10][C:11]2[C:20]3[C:15](=[C:16]([O:21][C:22](=[O:32])[C:23]4[CH:28]=[CH:27][C:26]([N+:29]([O-])=O)=[CH:25][CH:24]=4)[CH:17]=[CH:18][CH:19]=3)[CH:14]=[CH:13][CH:12]=2)=[O:9])=[CH:6][CH:5]=1)([O-])=O.[H][H], predict the reaction product. The product is: [NH2:29][C:26]1[CH:25]=[CH:24][C:23]([C:22]([O:21][C:16]2[C:15]3[C:20](=[C:11]([O:10][C:8](=[O:9])[C:7]4[CH:33]=[CH:34][C:4]([NH2:1])=[CH:5][CH:6]=4)[CH:12]=[CH:13][CH:14]=3)[CH:19]=[CH:18][CH:17]=2)=[O:32])=[CH:28][CH:27]=1. (4) The product is: [F:1][C:2]1[CH:10]=[CH:9][C:5]([C:6]([OH:21])=[O:7])=[C:4]([S:11][CH3:12])[CH:3]=1. Given the reactants [F:1][C:2]1[CH:10]=[CH:9][C:5]([C:6](N)=[O:7])=[C:4]([S:11][CH3:12])[CH:3]=1.[H-].[Al+3].[Li+].[H-].[H-].[H-].C([O:21]CC)C, predict the reaction product. (5) Given the reactants Cl.[Cl:2][C:3]1[N:7]2[CH:8]=[C:9]([C:16]([O:18]CC)=[CH2:17])[CH:10]=[C:11]([C:12]([F:15])([F:14])[F:13])[C:6]2=[N:5][C:4]=1[C:21]([N:23]1[CH2:27][CH2:26][CH:25]([C:28]2[CH:33]=[CH:32][CH:31]=[C:30]([F:34])[CH:29]=2)[CH2:24]1)=[O:22], predict the reaction product. The product is: [Cl:2][C:3]1[N:7]2[CH:8]=[C:9]([C:16](=[O:18])[CH3:17])[CH:10]=[C:11]([C:12]([F:15])([F:13])[F:14])[C:6]2=[N:5][C:4]=1[C:21]([N:23]1[CH2:27][CH2:26][CH:25]([C:28]2[CH:33]=[CH:32][CH:31]=[C:30]([F:34])[CH:29]=2)[CH2:24]1)=[O:22]. (6) Given the reactants [C:1](Br)(=[O:9])[CH2:2][CH2:3][CH2:4][CH2:5][CH2:6][CH2:7][CH3:8].[NH2:11][C@H:12]([C:18]([OH:20])=[O:19])[CH2:13][CH2:14][C:15]([OH:17])=[O:16].N1C=CC=CC=1.C(=O)=O, predict the reaction product. The product is: [C:1]([NH:11][CH:12]([CH2:13][CH2:14][C:15]([OH:17])=[O:16])[C:18]([OH:20])=[O:19])(=[O:9])[CH2:2][CH2:3][CH2:4][CH2:5][CH2:6][CH2:7][CH3:8]. (7) Given the reactants CN1C=CN=C1.[Br:7][C:8]1[N:13]=[C:12]([C:14](=[O:17])[NH:15][CH3:16])[C:11]([NH:18][C:19]2[C:24]([C:25]([F:28])([F:27])[F:26])=[CH:23][N:22]=[C:21]([NH:29][C:30]3[CH:42]=[CH:41][C:33]([CH2:34][P:35](=[O:40])([OH:39])[O:36][CH2:37][CH3:38])=[CH:32][C:31]=3[O:43][CH3:44])[N:20]=2)=[CH:10][CH:9]=1.[CH3:45][C:46]1([CH3:63])[C:50]([CH3:52])([CH3:51])[O:49][B:48]([C:53]2[CH:54]=[N:55][N:56]([CH2:58][CH2:59][C@H:60](O)[CH3:61])[CH:57]=2)[O:47]1.F[P-](F)(F)(F)(F)F.N1(O[P+](N2CCCC2)(N2CCCC2)N2CCCC2)C2C=CC=CC=2N=N1, predict the reaction product. The product is: [Br:7][C:8]1[N:13]=[C:12]([C:14](=[O:17])[NH:15][CH3:16])[C:11]([NH:18][C:19]2[C:24]([C:25]([F:28])([F:26])[F:27])=[CH:23][N:22]=[C:21]([NH:29][C:30]3[CH:42]=[CH:41][C:33]([CH2:34][P:35](=[O:39])([O:40][C@@H:60]([CH2:59][CH2:58][N:56]4[CH:57]=[C:53]([B:48]5[O:47][C:46]([CH3:63])([CH3:45])[C:50]([CH3:51])([CH3:52])[O:49]5)[CH:54]=[N:55]4)[CH3:61])[O:36][CH2:37][CH3:38])=[CH:32][C:31]=3[O:43][CH3:44])[N:20]=2)=[CH:10][CH:9]=1. (8) Given the reactants [CH3:1][C@H:2]1[N:7]([C:8]([C:10]2[CH:15]=[CH:14][CH:13]=[CH:12][C:11]=2[N:16]2[N:20]=[CH:19][CH:18]=[N:17]2)=[O:9])[CH2:6][C@H:5]([O:21][C:22]2[C:27]([C:28]([OH:31])(C)C)=[CH:26][CH:25]=[CH:24][N:23]=2)[CH2:4][CH2:3]1.FC1N=CC=C(I)C=1C(OC)=O.FC1C(C(O)(C)C)=CC=CN=1, predict the reaction product. The product is: [CH3:1][C@H:2]1[N:7]([C:8]([C:10]2[CH:15]=[CH:14][CH:13]=[CH:12][C:11]=2[N:16]2[N:20]=[CH:19][CH:18]=[N:17]2)=[O:9])[CH2:6][C@H:5]([O:21][C:22]2[C:27]([CH2:28][OH:31])=[CH:26][CH:25]=[CH:24][N:23]=2)[CH2:4][CH2:3]1. (9) Given the reactants C[O:2][C:3](=[O:23])[CH2:4][CH:5]1[C:9](=[O:10])[N:8]([CH2:11][C:12]2[CH:17]=[CH:16][C:15]([CH3:18])=[CH:14][CH:13]=2)[C:7](=[O:19])[N:6]1[CH2:20][CH2:21][CH3:22].[OH-].[Na+], predict the reaction product. The product is: [CH3:18][C:15]1[CH:14]=[CH:13][C:12]([CH2:11][N:8]2[C:9](=[O:10])[CH:5]([CH2:4][C:3]([OH:23])=[O:2])[N:6]([CH2:20][CH2:21][CH3:22])[C:7]2=[O:19])=[CH:17][CH:16]=1.